Dataset: Forward reaction prediction with 1.9M reactions from USPTO patents (1976-2016). Task: Predict the product of the given reaction. (1) The product is: [Br:13][C:9]1[N:8]=[C:7]([CH2:6][O:5][CH2:4][C:3]([OH:14])=[O:2])[CH:12]=[CH:11][CH:10]=1. Given the reactants C[O:2][C:3](=[O:14])[CH2:4][O:5][CH2:6][C:7]1[CH:12]=[CH:11][CH:10]=[C:9]([Br:13])[N:8]=1.[OH-].[Li+], predict the reaction product. (2) Given the reactants [CH3:1][C:2]1[CH:7]=[CH:6][C:5]([S:8]([O:11][CH2:12][C:13]2([CH2:34][O:35]S(C3C=CC(C)=CC=3)(=O)=O)[CH2:18][CH2:17][C:16]([C:20]3[CH:25]=[C:24]([O:26][CH:27]4[CH2:32][CH2:31][CH2:30][CH2:29][O:28]4)[CH:23]=[C:22]([F:33])[CH:21]=3)(O)[CH2:15][CH2:14]2)(=[O:10])=[O:9])=[CH:4][CH:3]=1.[OH-].[Na+], predict the reaction product. The product is: [CH3:1][C:2]1[CH:7]=[CH:6][C:5]([S:8]([O:11][CH2:12][C:13]23[CH2:14][CH2:15][C:16]([C:20]4[CH:25]=[C:24]([O:26][CH:27]5[CH2:32][CH2:31][CH2:30][CH2:29][O:28]5)[CH:23]=[C:22]([F:33])[CH:21]=4)([CH2:17][CH2:18]2)[O:35][CH2:34]3)(=[O:9])=[O:10])=[CH:4][CH:3]=1. (3) Given the reactants O.[NH2:2][NH2:3].[F:4][C:5]1[CH:10]=[CH:9][CH:8]=[C:7]([F:11])[C:6]=1[C:12]1[C:13](=O)[O:14][C:15](O)([CH3:23])[C:16]=1[C:17]1[CH:22]=[CH:21][CH:20]=[CH:19][CH:18]=1, predict the reaction product. The product is: [F:4][C:5]1[CH:10]=[CH:9][CH:8]=[C:7]([F:11])[C:6]=1[C:12]1[C:13](=[O:14])[NH:2][N:3]=[C:15]([CH3:23])[C:16]=1[C:17]1[CH:22]=[CH:21][CH:20]=[CH:19][CH:18]=1.